Predict which catalyst facilitates the given reaction. From a dataset of Catalyst prediction with 721,799 reactions and 888 catalyst types from USPTO. (1) Reactant: [Cl:1][C:2]1[CH:43]=[CH:42][C:5]2[CH:6]([CH2:38][CH:39]([CH3:41])[CH3:40])[C:7](=[O:37])[N:8]([CH2:23][C:24]([N:26]3[CH2:31][CH2:30][CH:29]([C:32]([O:34]CC)=[O:33])[CH2:28][CH2:27]3)=[O:25])[CH2:9][CH:10]([C:11]3[CH:16]=[CH:15][CH:14]=[CH:13][C:12]=3[C:17]#[C:18][Si](C)(C)C)[C:4]=2[CH:3]=1.[OH-].[Na+].Cl. Product: [Cl:1][C:2]1[CH:43]=[CH:42][C:5]2[CH:6]([CH2:38][CH:39]([CH3:40])[CH3:41])[C:7](=[O:37])[N:8]([CH2:23][C:24]([N:26]3[CH2:27][CH2:28][CH:29]([C:32]([OH:34])=[O:33])[CH2:30][CH2:31]3)=[O:25])[CH2:9][CH:10]([C:11]3[CH:16]=[CH:15][CH:14]=[CH:13][C:12]=3[C:17]#[CH:18])[C:4]=2[CH:3]=1. The catalyst class is: 87. (2) Reactant: [Br:1][C:2]1[CH:8]=[C:7]([CH3:9])[C:5]([NH2:6])=[C:4]([CH3:10])[CH:3]=1.[CH3:11][O:12][CH2:13][CH2:14][O:15][C:16](Cl)=[O:17].O. Product: [CH3:11][O:12][CH2:13][CH2:14][O:15][C:16](=[O:17])[NH:6][C:5]1[C:7]([CH3:9])=[CH:8][C:2]([Br:1])=[CH:3][C:4]=1[CH3:10]. The catalyst class is: 10. (3) Product: [F:22][P-:23]([F:28])([F:27])([F:26])([F:25])[F:24].[F:22][P-:23]([F:28])([F:27])([F:26])([F:25])[F:24].[Cl:11][CH2:12][N+:13]12[CH2:20][CH2:19][N+:16]([F:21])([CH2:17][CH2:18]1)[CH2:15][CH2:14]2. The catalyst class is: 6. Reactant: F[B-](F)(F)F.F[B-](F)(F)F.[Cl:11][CH2:12][N+:13]12[CH2:20][CH2:19][N+:16]([F:21])([CH2:17][CH2:18]1)[CH2:15][CH2:14]2.[F:22][P-:23]([F:28])([F:27])([F:26])([F:25])[F:24].[NH4+]. (4) Reactant: [CH3:1][C:2]1[O:3][C:4]([C:8]2[C:9](=[O:15])[NH:10][C:11](=[O:14])[NH:12][CH:13]=2)=[C:5]([CH3:7])[N:6]=1.C([O-])([O-])=O.[K+].[K+].Br[CH2:23][CH2:24][CH2:25][CH2:26][Cl:27].O. Product: [Cl:27][CH2:26][CH2:25][CH2:24][CH2:23][N:12]1[CH:13]=[C:8]([C:4]2[O:3][C:2]([CH3:1])=[N:6][C:5]=2[CH3:7])[C:9](=[O:15])[NH:10][C:11]1=[O:14]. The catalyst class is: 3. (5) Reactant: Br[CH2:2][CH2:3][O:4][C:5]1[CH:10]=[C:9]([Cl:11])[CH:8]=[C:7]([Cl:12])[CH:6]=1.[C:13]1(=[O:23])[NH:17][C:16](=[O:18])[C:15]2=[CH:19][CH:20]=[CH:21][CH:22]=[C:14]12.[K].C(Cl)(Cl)Cl. Product: [Cl:12][C:7]1[CH:6]=[C:5]([CH:10]=[C:9]([Cl:11])[CH:8]=1)[O:4][CH2:3][CH2:2][N:17]1[C:13](=[O:23])[C:14]2[C:15](=[CH:19][CH:20]=[CH:21][CH:22]=2)[C:16]1=[O:18]. The catalyst class is: 3.